From a dataset of Full USPTO retrosynthesis dataset with 1.9M reactions from patents (1976-2016). Predict the reactants needed to synthesize the given product. (1) Given the product [Br:8][C:9]1[C:18]2[C:13](=[CH:14][CH:15]=[CH:16][CH:17]=2)[CH:12]=[C:11]([CH2:19][C:21]2[S:25][C:24]3[CH:26]=[CH:27][C:28]([CH2:30][CH3:31])=[CH:29][C:23]=3[CH:22]=2)[CH:10]=1, predict the reactants needed to synthesize it. The reactants are: C([SiH](CC)CC)C.[Br:8][C:9]1[C:18]2[C:13](=[CH:14][CH:15]=[CH:16][CH:17]=2)[CH:12]=[C:11]([CH:19]([C:21]2[S:25][C:24]3[CH:26]=[CH:27][C:28]([CH2:30][CH3:31])=[CH:29][C:23]=3[CH:22]=2)O)[CH:10]=1.CO.O. (2) The reactants are: [CH3:1][N:2]([CH3:40])[C:3](=[O:39])[O:4][C:5]1[CH:10]=[CH:9][C:8]([C:11]([NH:33][CH2:34][CH:35]=[CH2:36])(O)[CH2:12][CH2:13][O:14][Si:15]([C:28]([CH3:31])([CH3:30])[CH3:29])([C:22]2[CH:27]=[CH:26][CH:25]=[CH:24][CH:23]=2)[C:16]2[CH:21]=[CH:20][CH:19]=[CH:18][CH:17]=2)=[C:7]([CH:37]=[CH2:38])[CH:6]=1.C(N(CC)CC)C.[C:48](O[C:48]([O:50][C:51]([CH3:54])([CH3:53])[CH3:52])=[O:49])([O:50][C:51]([CH3:54])([CH3:53])[CH3:52])=[O:49]. Given the product [CH2:34]([N:33]([CH:11]([C:8]1[CH:9]=[CH:10][C:5]([O:4][C:3](=[O:39])[N:2]([CH3:40])[CH3:1])=[CH:6][C:7]=1[CH:37]=[CH2:38])[CH2:12][CH2:13][O:14][Si:15]([C:28]([CH3:31])([CH3:29])[CH3:30])([C:22]1[CH:23]=[CH:24][CH:25]=[CH:26][CH:27]=1)[C:16]1[CH:17]=[CH:18][CH:19]=[CH:20][CH:21]=1)[C:48](=[O:49])[O:50][C:51]([CH3:54])([CH3:53])[CH3:52])[CH:35]=[CH2:36], predict the reactants needed to synthesize it.